From a dataset of CYP2C9 substrate classification data from Carbon-Mangels et al.. Regression/Classification. Given a drug SMILES string, predict its absorption, distribution, metabolism, or excretion properties. Task type varies by dataset: regression for continuous measurements (e.g., permeability, clearance, half-life) or binary classification for categorical outcomes (e.g., BBB penetration, CYP inhibition). Dataset: cyp2c9_substrate_carbonmangels. (1) The molecule is CCCC(=O)O[C@H]1[C@H](C)O[C@@H](O[C@@H]2[C@@H](C)O[C@@H](O[C@@H]3[C@@H](OC)[C@H](O)CC(=O)O[C@H](C)CC=CC=C[C@H](O)[C@H](C)C[C@@H]3CC=O)[C@H](O)[C@H]2N(C)C)C[C@@]1(C)OC(=O)CC. The result is 0 (non-substrate). (2) The drug is C#C[C@]1(O)C=C[C@H]2[C@@H]3CCC4=CC(=O)CC[C@@H]4[C@H]3CC[C@@]21CC. The result is 0 (non-substrate). (3) The molecule is CCN(CC)CCCN(c1ccccc1)C1Cc2ccccc2C1. The result is 0 (non-substrate). (4) The compound is OCCOCCN1CCN(C2=Nc3ccccc3Sc3ccccc32)CC1. The result is 1 (substrate). (5) The molecule is Cc1cccc(Nc2ccccc2C(=O)O)c1C. The result is 1 (substrate). (6) The drug is C[C@@H](O)CCCCn1c(=O)c2c(ncn2C)n(C)c1=O. The result is 0 (non-substrate). (7) The drug is Fc1ccc(Cn2c(NC3CCNCC3)nc3ccccc32)cc1. The result is 0 (non-substrate). (8) The drug is Cc1oncc1C(=O)Nc1ccc(C(F)(F)F)cc1. The result is 0 (non-substrate). (9) The drug is O=C(CCCN1CCC(O)(c2ccc(Cl)cc2)CC1)c1ccc(F)cc1. The result is 0 (non-substrate). (10) The compound is CO[C@H]1C=CO[C@@]2(C)Oc3c(C)c(O)c4c(O)c(c(/C=N\N5CCN(C6CCCC6)CC5)c(O)c4c3C2=O)NC(=O)C(C)=CC=C[C@H](C)[C@H](O)[C@@H](C)[C@@H](O)[C@@H](C)[C@H](OC(C)=O)[C@H]1C. The result is 0 (non-substrate).